This data is from Cav3 T-type calcium channel HTS with 100,875 compounds. The task is: Binary Classification. Given a drug SMILES string, predict its activity (active/inactive) in a high-throughput screening assay against a specified biological target. (1) The compound is S(c1n(c(=O)c2cc3c(nc2n1)CC(OC3)(C)C)c1ccccc1)CC(=O)NCCc1ccccc1. The result is 0 (inactive). (2) The drug is O(C1(C(=O)c2c(cc(n(c2)c2ccc(OC)cc2)CCCC)=CC1=O)C)C(=O)CC. The result is 0 (inactive). (3) The result is 0 (inactive). The compound is Clc1ccc(C(=O)Nc2n(CCN(C)C)c3c(n2)cccc3)cc1. (4) The drug is Clc1ccc(C2(O)CCN(S(=O)(=O)c3ccc(OC)cc3)CC2)cc1. The result is 0 (inactive). (5) The drug is Cl\C(Cl)=C(\P(O)(O)=O)NC(=O)C(C)(C)C. The result is 0 (inactive). (6) The drug is S(=O)(=O)(Nc1c(cccc1)C)c1ccc(NC(=O)c2occc2)cc1. The result is 0 (inactive).